Dataset: Drug-target binding data from BindingDB using Kd measurements. Task: Regression. Given a target protein amino acid sequence and a drug SMILES string, predict the binding affinity score between them. We predict pKd (pKd = -log10(Kd in M); higher means stronger binding). Dataset: bindingdb_kd. (1) The compound is COc1cc(Nc2ncc(F)c(Nc3ccc4c(n3)NC(=O)C(C)(C)O4)n2)cc(OC)c1OC. The target protein (P09769) has sequence MGCVFCKKLEPVATAKEDAGLEGDFRSYGAADHYGPDPTKARPASSFAHIPNYSNFSSQAINPGFLDSGTIRGVSGIGVTLFIALYDYEARTEDDLTFTKGEKFHILNNTEGDWWEARSLSSGKTGCIPSNYVAPVDSIQAEEWYFGKIGRKDAERQLLSPGNPQGAFLIRESETTKGAYSLSIRDWDQTRGDHVKHYKIRKLDMGGYYITTRVQFNSVQELVQHYMEVNDGLCNLLIAPCTIMKPQTLGLAKDAWEISRSSITLERRLGTGCFGDVWLGTWNGSTKVAVKTLKPGTMSPKAFLEEAQVMKLLRHDKLVQLYAVVSEEPIYIVTEFMCHGSLLDFLKNPEGQDLRLPQLVDMAAQVAEGMAYMERMNYIHRDLRAANILVGERLACKIADFGLARLIKDDEYNPCQGSKFPIKWTAPEAALFGRFTIKSDVWSFGILLTELITKGRIPYPGMNKREVLEQVEQGYHMPCPPGCPASLYEAMEQTWRLDPE.... The pKd is 7.5. (2) The compound is C[N+]1(C)[C@H]2CC(OC(=O)[C@H](CO)c3ccccc3)C[C@@H]1[C@H]1O[C@@H]21. The target protein sequence is MTLHSQSTTSPLFPQISSSWVHSPSEAGLPLGTVTQLGSYQISQETGQFSSQDTSSDPLGGHTIWQVVFIAFLTGFLALVTIIGNILVIVAFKVNKQLKTVNNYFLLSLASADLIIGVISMNLFTTYIIMNRWALGNLACDLWLSIDYVASNASVMNLLVISFDRYFSITRPLTYRAKRTTKRAGVMIGLAWVISFVLWAPAILFWQYFVGKRTVPPGECFIQFLSEPTITFGTAIAAFYMPVTIMTILYWRIYKETEKRTKELAGLQASGTEIEGRIEGRIEGRTRSQITKRKRMSLIKEKKAAQTLSAILLAFIITWTPYNIMVLVNTFADSAIPKTYWNLGYWLCYINSTVNPVAYALSNKTFRTTFCTLLLSQSDKRKRRKQQYQQRQSVIFHKRVPEQAL. The pKd is 9.2.